From a dataset of Catalyst prediction with 721,799 reactions and 888 catalyst types from USPTO. Predict which catalyst facilitates the given reaction. (1) Reactant: [C:9](O[C:9]([O:11][C:12]([CH3:15])([CH3:14])[CH3:13])=[O:10])([O:11][C:12]([CH3:15])([CH3:14])[CH3:13])=[O:10].Br.[OH:17][C:18]1[CH:23]=[CH:22][CH:21]=[CH:20][C:19]=1[CH2:24][CH2:25][NH:26][CH2:27][C:28]1[CH:37]=[CH:36][C:31]([C:32]([O:34][CH3:35])=[O:33])=[CH:30][CH:29]=1.C(N(CC)CC)C. Product: [C:12]([O:11][C:9]([N:26]([CH2:27][C:28]1[CH:29]=[CH:30][C:31]([C:32]([O:34][CH3:35])=[O:33])=[CH:36][CH:37]=1)[CH2:25][CH2:24][C:19]1[CH:20]=[CH:21][CH:22]=[CH:23][C:18]=1[OH:17])=[O:10])([CH3:13])([CH3:14])[CH3:15]. The catalyst class is: 266. (2) Reactant: C1(C)C=CC=CC=1.C(OC([NH:15][C:16]1[CH:17]=[C:18]2[C:23](=[CH:24][CH:25]=1)[O:22][CH:21]([CH2:26][C:27]([O:29][CH2:30][CH3:31])=[O:28])[CH2:20][CH2:19]2)=O)(C)(C)C.FC(F)(F)C(O)=O.C(=O)(O)[O-].[Na+]. Product: [NH2:15][C:16]1[CH:17]=[C:18]2[C:23](=[CH:24][CH:25]=1)[O:22][CH:21]([CH2:26][C:27]([O:29][CH2:30][CH3:31])=[O:28])[CH2:20][CH2:19]2. The catalyst class is: 11. (3) Reactant: O[C:2]1[C:7]([C:8]([O:10][CH2:11][CH3:12])=[O:9])=[CH:6][N:5]=[CH:4][N:3]=1.C(N(C(C)C)CC)(C)C.P(Cl)(Cl)([Cl:24])=O.[OH-].[Na+]. Product: [Cl:24][C:2]1[C:7]([C:8]([O:10][CH2:11][CH3:12])=[O:9])=[CH:6][N:5]=[CH:4][N:3]=1. The catalyst class is: 93. (4) Reactant: [CH3:1][C:2]1[CH:6]=[CH:5][S:4][C:3]=1[CH2:7][OH:8].[H-].[Na+].[H][H].[CH:13]([Si:16](Cl)([CH:20]([CH3:22])[CH3:21])[CH:17]([CH3:19])[CH3:18])([CH3:15])[CH3:14]. Product: [CH:13]([Si:16]([CH:20]([CH3:22])[CH3:21])([CH:17]([CH3:19])[CH3:18])[O:8][CH2:7][C:3]1[S:4][CH:5]=[CH:6][C:2]=1[CH3:1])([CH3:15])[CH3:14]. The catalyst class is: 54.